Dataset: Peptide-MHC class I binding affinity with 185,985 pairs from IEDB/IMGT. Task: Regression. Given a peptide amino acid sequence and an MHC pseudo amino acid sequence, predict their binding affinity value. This is MHC class I binding data. (1) The MHC is HLA-A03:01 with pseudo-sequence HLA-A03:01. The binding affinity (normalized) is 0.825. The peptide sequence is KTVWFVPSIK. (2) The peptide sequence is EHGIVIRAF. The MHC is HLA-B40:01 with pseudo-sequence HLA-B40:01. The binding affinity (normalized) is 0.0847. (3) The binding affinity (normalized) is 0.995. The peptide sequence is TFIDVHIPK. The MHC is HLA-A33:01 with pseudo-sequence HLA-A33:01. (4) The peptide sequence is QTVEDEARRM. The MHC is HLA-A03:01 with pseudo-sequence HLA-A03:01. The binding affinity (normalized) is 0. (5) The peptide sequence is TVADIWHAM. The MHC is HLA-A11:01 with pseudo-sequence HLA-A11:01. The binding affinity (normalized) is 0.419.